From a dataset of Forward reaction prediction with 1.9M reactions from USPTO patents (1976-2016). Predict the product of the given reaction. Given the reactants [CH:1]([C:4]1[CH:9]=[CH:8][N:7]=[CH:6][CH:5]=1)([CH3:3])[CH3:2].[Br:10][CH2:11][C:12]([C:14]1[CH:19]=[CH:18][C:17]([Cl:20])=[CH:16][CH:15]=1)=[O:13], predict the reaction product. The product is: [Br-:10].[Cl:20][C:17]1[CH:18]=[CH:19][C:14]([C:12](=[O:13])[CH2:11][N+:7]2[CH:8]=[CH:9][C:4]([CH:1]([CH3:3])[CH3:2])=[CH:5][CH:6]=2)=[CH:15][CH:16]=1.